From a dataset of Full USPTO retrosynthesis dataset with 1.9M reactions from patents (1976-2016). Predict the reactants needed to synthesize the given product. (1) Given the product [Cl:1][C:2]1[CH:7]=[CH:6][C:5]([NH:8][C:23](=[O:24])[C:22]2[CH:26]=[CH:27][CH:28]=[CH:29][C:21]=2[C:20]([F:19])([F:30])[F:31])=[CH:4][C:3]=1[C:9]1[O:10][C:11]2[CH:17]=[CH:16][C:15]([CH3:18])=[CH:14][C:12]=2[N:13]=1, predict the reactants needed to synthesize it. The reactants are: [Cl:1][C:2]1[CH:7]=[CH:6][C:5]([NH2:8])=[CH:4][C:3]=1[C:9]1[O:10][C:11]2[CH:17]=[CH:16][C:15]([CH3:18])=[CH:14][C:12]=2[N:13]=1.[F:19][C:20]([F:31])([F:30])[C:21]1[CH:29]=[CH:28][CH:27]=[CH:26][C:22]=1[C:23](Cl)=[O:24]. (2) The reactants are: [N+:1]([C:4]1[CH:5]=[CH:6][C:7]2[O:12][CH2:11][CH:10]([CH2:13][OH:14])[O:9][C:8]=2[CH:15]=1)([O-:3])=[O:2].ClC1C=CC(O[CH2:22][C:23]#[N:24])=CC=1.CC(C)([O-])C.[K+].Cl. Given the product [OH:14][CH2:13][CH:10]1[CH2:11][O:12][C:7]2[CH:6]=[CH:5][C:4]([N+:1]([O-:3])=[O:2])=[C:15]([CH2:22][C:23]#[N:24])[C:8]=2[O:9]1, predict the reactants needed to synthesize it. (3) Given the product [OH:17][C:16]1[C:11]([C:9]([NH:8][CH2:7][C:6]([OH:18])=[O:5])=[O:10])=[N:12][CH:13]=[CH:14][CH:15]=1, predict the reactants needed to synthesize it. The reactants are: C([O:5][C:6](=[O:18])[CH2:7][NH:8][C:9]([C:11]1[C:16]([OH:17])=[CH:15][CH:14]=[CH:13][N:12]=1)=[O:10])(C)(C)C.C(O)(C(F)(F)F)=O. (4) Given the product [Cl:1][C:2]1[C:7]([C:8]2[C:13]([F:14])=[CH:12][C:11]([F:15])=[CH:10][C:9]=2[F:16])=[C:6]([N:17]([CH2:20][CH:21]2[CH2:23][CH2:22]2)[O:18][CH3:19])[N:5]=[C:4]([C:28]#[N:29])[N:3]=1, predict the reactants needed to synthesize it. The reactants are: [Cl:1][C:2]1[C:7]([C:8]2[C:13]([F:14])=[CH:12][C:11]([F:15])=[CH:10][C:9]=2[F:16])=[C:6]([N:17]([CH2:20][CH:21]2[CH2:23][CH2:22]2)[O:18][CH3:19])[N:5]=[C:4](S(C)(=O)=O)[N:3]=1.[C-:28]#[N:29].[K+]. (5) The reactants are: C[O:2][C:3](=[O:51])[CH2:4][CH2:5][CH2:6][CH2:7][CH2:8][CH2:9][CH2:10][C:11](=[O:50])[NH:12][C:13]1[CH:18]=[CH:17][CH:16]=[CH:15][C:14]=1[S:19](=[O:49])(=[O:48])[NH:20][C:21]([C@@:23]1([NH:28][C:29]([C:31]2([NH:40][C:41]([O:43][C:44]([CH3:47])([CH3:46])[CH3:45])=[O:42])[CH2:39][C:38]3[C:33](=[CH:34][CH:35]=[CH:36][CH:37]=3)[CH2:32]2)=[O:30])[CH2:25][C@H:24]1[CH:26]=[CH2:27])=[O:22].[Li+].[OH-]. Given the product [C:44]([O:43][C:41]([NH:40][C:31]1([C:29]([NH:28][C@:23]2([C:21]([NH:20][S:19]([C:14]3[CH:15]=[CH:16][CH:17]=[CH:18][C:13]=3[NH:12][C:11]([CH2:10][CH2:9][CH2:8][CH2:7][CH2:6][CH2:5][CH2:4][C:3]([OH:51])=[O:2])=[O:50])(=[O:49])=[O:48])=[O:22])[CH2:25][C@H:24]2[CH:26]=[CH2:27])=[O:30])[CH2:32][C:33]2[C:38](=[CH:37][CH:36]=[CH:35][CH:34]=2)[CH2:39]1)=[O:42])([CH3:45])([CH3:46])[CH3:47], predict the reactants needed to synthesize it. (6) Given the product [CH:17]12[CH2:24][CH:21]([CH2:22][CH2:23]1)[CH2:20][C:19](=[CH:8][C:6]([O:5][CH2:4][CH3:3])=[O:7])[CH2:18]2, predict the reactants needed to synthesize it. The reactants are: [H-].[Na+].[CH3:3][CH2:4][O:5][C:6]([CH2:8]P(OCC)(OCC)=O)=[O:7].[CH:17]12[CH2:24][CH:21]([CH2:22][CH2:23]1)[CH2:20][C:19](=O)[CH2:18]2.O. (7) Given the product [F:41][C:19]1[CH:20]=[C:21]([NH:24][C:25]([C:27]2[C:28](=[O:40])[N:29]([C:33]3[CH:34]=[CH:35][C:36]([F:39])=[CH:37][CH:38]=3)[N:30]=[CH:31][CH:32]=2)=[O:26])[CH:22]=[CH:23][C:18]=1[O:17][C:16]1[CH:15]=[CH:14][N:13]=[C:12]2[NH:8][N:9]=[C:10]([C:42]3[N:43]([CH3:47])[CH:44]=[CH:45][N:46]=3)[C:11]=12, predict the reactants needed to synthesize it. The reactants are: COC1C=CC(C[N:8]2[C:12]3=[N:13][CH:14]=[CH:15][C:16]([O:17][C:18]4[CH:23]=[CH:22][C:21]([NH:24][C:25]([C:27]5[C:28](=[O:40])[N:29]([C:33]6[CH:38]=[CH:37][C:36]([F:39])=[CH:35][CH:34]=6)[N:30]=[CH:31][CH:32]=5)=[O:26])=[CH:20][C:19]=4[F:41])=[C:11]3[C:10]([C:42]3[N:43]([CH3:47])[CH:44]=[CH:45][N:46]=3)=[N:9]2)=CC=1.C(O)(C(F)(F)F)=O.